From a dataset of Forward reaction prediction with 1.9M reactions from USPTO patents (1976-2016). Predict the product of the given reaction. (1) Given the reactants [Br:1][C:2]1[CH:7]=[CH:6][C:5]([C:8]2([C:11]#N)[CH2:10][CH2:9]2)=[CH:4][CH:3]=1.[OH-:13].[Na+].CC[OH:17], predict the reaction product. The product is: [Br:1][C:2]1[CH:7]=[CH:6][C:5]([C:8]2([C:11]([OH:17])=[O:13])[CH2:10][CH2:9]2)=[CH:4][CH:3]=1. (2) Given the reactants [O:1]=[C:2]1[NH:11][CH2:10][C:9]2[C:4](=[CH:5][C:6]([C:12]3[CH2:17][CH2:16][N:15]([C:18]([O:20][C:21]([CH3:24])([CH3:23])[CH3:22])=[O:19])[CH2:14][CH:13]=3)=[CH:7][CH:8]=2)[NH:3]1, predict the reaction product. The product is: [O:1]=[C:2]1[NH:11][CH2:10][C:9]2[C:4](=[CH:5][C:6]([CH:12]3[CH2:17][CH2:16][N:15]([C:18]([O:20][C:21]([CH3:24])([CH3:23])[CH3:22])=[O:19])[CH2:14][CH2:13]3)=[CH:7][CH:8]=2)[NH:3]1. (3) Given the reactants [NH2:1][CH2:2][C@@H:3]([C:5]1[CH:10]=[CH:9][C:8]([F:11])=[C:7]([C:12]([F:15])([F:14])[F:13])[CH:6]=1)[OH:4].O.C(=O)(O)[O-].[Na+].[Cl:22][CH2:23][C:24](Cl)=[O:25], predict the reaction product. The product is: [Cl:22][CH2:23][C:24]([NH:1][CH2:2][C@@H:3]([C:5]1[CH:10]=[CH:9][C:8]([F:11])=[C:7]([C:12]([F:15])([F:13])[F:14])[CH:6]=1)[OH:4])=[O:25]. (4) Given the reactants [CH3:1][S:2]([C:5]1[CH:6]=[C:7]([CH:11]=[CH:12][CH:13]=1)[C:8](O)=[O:9])(=[O:4])=[O:3].[H-].[Al+3].[Li+].[H-].[H-].[H-].O, predict the reaction product. The product is: [CH3:1][S:2]([C:5]1[CH:6]=[C:7]([CH2:8][OH:9])[CH:11]=[CH:12][CH:13]=1)(=[O:3])=[O:4].